This data is from Catalyst prediction with 721,799 reactions and 888 catalyst types from USPTO. The task is: Predict which catalyst facilitates the given reaction. (1) Reactant: [C:1]1([CH2:7][C:8]#[N:9])[CH:6]=[CH:5][CH:4]=[CH:3][CH:2]=1.CC1C=CC(S(O[CH2:21][C@@H:22]([OH:32])[CH2:23][O:24][CH2:25][C:26]2[CH:31]=[CH:30][CH:29]=[CH:28][CH:27]=2)(=O)=O)=CC=1.C([Li])CCC. Product: [OH:32][C@@H:22]([CH2:23][O:24][CH2:25][C:26]1[CH:31]=[CH:30][CH:29]=[CH:28][CH:27]=1)[CH2:21][CH:7]([C:1]1[CH:6]=[CH:5][CH:4]=[CH:3][CH:2]=1)[C:8]#[N:9]. The catalyst class is: 49. (2) Reactant: Br[CH2:2][CH2:3][C:4]1[CH:13]=[CH:12][C:7]([C:8]([O:10][CH3:11])=[O:9])=[CH:6][CH:5]=1.[I-:14].[Na+]. Product: [I:14][CH2:2][CH2:3][C:4]1[CH:13]=[CH:12][C:7]([C:8]([O:10][CH3:11])=[O:9])=[CH:6][CH:5]=1. The catalyst class is: 21. (3) Reactant: [C:1]([N:8]1[CH2:13][CH2:12][CH:11]([O:14][C:15]2[CH:20]=[C:19]([C:21]([F:24])([F:23])[F:22])[CH:18]=[C:17]([NH2:25])[CH:16]=2)[CH2:10][CH2:9]1)([O:3][C:4]([CH3:7])([CH3:6])[CH3:5])=[O:2].C([O-])(O)=O.[Na+].[F:31][C:32]1[C:37]([C:38](Cl)=[O:39])=[CH:36][CH:35]=[CH:34][N:33]=1.CCOC(C)=O.CCCCCC. Product: [C:1]([N:8]1[CH2:13][CH2:12][CH:11]([O:14][C:15]2[CH:20]=[C:19]([C:21]([F:24])([F:23])[F:22])[CH:18]=[C:17]([NH:25][C:38]([C:37]3[C:32]([F:31])=[N:33][CH:34]=[CH:35][CH:36]=3)=[O:39])[CH:16]=2)[CH2:10][CH2:9]1)([O:3][C:4]([CH3:7])([CH3:6])[CH3:5])=[O:2]. The catalyst class is: 2. (4) Reactant: [F:1][C:2]1[C:15]([OH:16])=[CH:14][C:13]2[O:12][C:11]3[C:6](=[CH:7][C:8]([F:18])=[C:9]([OH:17])[CH:10]=3)[C:5](=[O:19])[C:4]=2[CH:3]=1.[H-].[Na+].[CH3:22][O:23][CH2:24][CH2:25][O:26][CH2:27]Cl. Product: [F:1][C:2]1[C:15]([O:16][CH2:22][O:23][CH2:24][CH2:25][O:26][CH3:27])=[CH:14][C:13]2[O:12][C:11]3[C:6](=[CH:7][C:8]([F:18])=[C:9]([O:17][CH2:22][O:23][CH2:24][CH2:25][O:26][CH3:27])[CH:10]=3)[C:5](=[O:19])[C:4]=2[CH:3]=1. The catalyst class is: 1. (5) Reactant: [Cl:1][C:2]1[CH:3]=[CH:4][C:5]2[N:11]([CH2:12][C:13]([CH3:20])([CH3:19])[CH2:14][O:15]C(=O)C)[C:10](=[O:21])[C@@H:9]([CH2:22][C:23]([NH:25][CH2:26][CH2:27][CH2:28][O:29][C:30]3[CH:35]=[CH:34][C:33]([CH2:36][C:37]([O:39]C)=[O:38])=[CH:32][CH:31]=3)=[O:24])[O:8][C@H:7]([C:41]3[CH:46]=[CH:45][CH:44]=[C:43]([O:47][CH3:48])[C:42]=3[O:49][CH3:50])[C:6]=2[CH:51]=1.[OH-].[Na+].C(O)C. Product: [Cl:1][C:2]1[CH:3]=[CH:4][C:5]2[N:11]([CH2:12][C:13]([CH3:19])([CH3:20])[CH2:14][OH:15])[C:10](=[O:21])[C@@H:9]([CH2:22][C:23]([NH:25][CH2:26][CH2:27][CH2:28][O:29][C:30]3[CH:35]=[CH:34][C:33]([CH2:36][C:37]([OH:39])=[O:38])=[CH:32][CH:31]=3)=[O:24])[O:8][C@H:7]([C:41]3[CH:46]=[CH:45][CH:44]=[C:43]([O:47][CH3:48])[C:42]=3[O:49][CH3:50])[C:6]=2[CH:51]=1. The catalyst class is: 6. (6) The catalyst class is: 25. Reactant: [CH3:1][N:2]1[C:6]([CH3:7])=[C:5]([C:8]2[CH:9]=[C:10]3[C:14](=[CH:15][CH:16]=2)[N:13](C(OC(C)(C)C)=O)[CH2:12][CH2:11]3)[CH:4]=[N:3]1.Cl. Product: [CH3:1][N:2]1[C:6]([CH3:7])=[C:5]([C:8]2[CH:9]=[C:10]3[C:14](=[CH:15][CH:16]=2)[NH:13][CH2:12][CH2:11]3)[CH:4]=[N:3]1. (7) Reactant: [CH2:1]([C:3]1[CH:8]=[CH:7][C:6]([CH:9]2[CH2:14][N:13]([C:15]([N:17]3[CH2:22][CH2:21][CH:20]([OH:23])[CH2:19][CH2:18]3)=[O:16])[CH2:12][CH:11]([C:24](O)=[O:25])[CH2:10]2)=[CH:5][CH:4]=1)[CH3:2].C1CN([P+](ON2N=NC3C=CC=CC2=3)(N2CCCC2)N2CCCC2)CC1.F[P-](F)(F)(F)(F)F.CCN(C(C)C)C(C)C.O.S(O)(O)(=O)=O.O[NH:76][C:77]([NH2:79])=[NH:78].ONC(N)=N. Product: [NH2:79][C:77]1[N:78]=[C:24]([CH:11]2[CH2:10][CH:9]([C:6]3[CH:7]=[CH:8][C:3]([CH2:1][CH3:2])=[CH:4][CH:5]=3)[CH2:14][N:13]([C:15]([N:17]3[CH2:22][CH2:21][CH:20]([OH:23])[CH2:19][CH2:18]3)=[O:16])[CH2:12]2)[O:25][N:76]=1. The catalyst class is: 3. (8) Reactant: C(OC([N:8]1[C:16]2[CH2:15][CH2:14][N:13]([C:17]3[CH:18]=[N:19][C:20]([S:24]([CH3:27])(=[O:26])=[O:25])=[CH:21][C:22]=3[CH3:23])[CH:12]([CH3:28])[C:11]=2[CH:10]=[C:9]1[C:29]1[C:34]([F:35])=[CH:33][CH:32]=[CH:31][C:30]=1[F:36])=O)(C)(C)C.C([O-])([O-])=O.[K+].[K+]. Product: [F:36][C:30]1[CH:31]=[CH:32][CH:33]=[C:34]([F:35])[C:29]=1[C:9]1[NH:8][C:16]2[CH2:15][CH2:14][N:13]([C:17]3[CH:18]=[N:19][C:20]([S:24]([CH3:27])(=[O:26])=[O:25])=[CH:21][C:22]=3[CH3:23])[CH:12]([CH3:28])[C:11]=2[CH:10]=1. The catalyst class is: 5. (9) Reactant: [CH2:1]([O:3][C:4](=[O:12])[CH2:5][CH:6]1[CH2:11][O:10][CH2:9][CH2:8][NH:7]1)[CH3:2].C(N(CC)CC)C.[F:20][C:21]1[CH:26]=[CH:25][C:24]([C:27]2[S:31][C:30]([CH3:32])=[N:29][C:28]=2[C:33](Cl)=[O:34])=[CH:23][CH:22]=1. Product: [CH2:1]([O:3][C:4](=[O:12])[CH2:5][CH:6]1[CH2:11][O:10][CH2:9][CH2:8][N:7]1[C:33]([C:28]1[N:29]=[C:30]([CH3:32])[S:31][C:27]=1[C:24]1[CH:25]=[CH:26][C:21]([F:20])=[CH:22][CH:23]=1)=[O:34])[CH3:2]. The catalyst class is: 46.